The task is: Predict the reactants needed to synthesize the given product.. This data is from Full USPTO retrosynthesis dataset with 1.9M reactions from patents (1976-2016). (1) Given the product [F:15][C:16]1[CH:21]=[C:20]([C:22]([F:23])([F:24])[F:25])[CH:19]=[CH:18][C:17]=1[N:26]1[CH2:31][CH2:30][N:29]([C:4]([C:3]2[CH:7]=[C:8]([S:11]([CH3:14])(=[O:13])=[O:12])[CH:9]=[CH:10][C:2]=2[I:1])=[O:6])[CH2:28][CH2:27]1, predict the reactants needed to synthesize it. The reactants are: [I:1][C:2]1[CH:10]=[CH:9][C:8]([S:11]([CH3:14])(=[O:13])=[O:12])=[CH:7][C:3]=1[C:4]([OH:6])=O.[F:15][C:16]1[CH:21]=[C:20]([C:22]([F:25])([F:24])[F:23])[CH:19]=[CH:18][C:17]=1[N:26]1[CH2:31][CH2:30][NH:29][CH2:28][CH2:27]1. (2) Given the product [CH2:1]([C@@H:3]([NH:6][C:7]1[N:8]=[C:9]([C:20]2[CH:21]=[C:22]([Cl:28])[CH:23]=[C:24]([OH:26])[CH:25]=2)[C:10]2[C:15]([NH2:16])=[C:14]([C:17]([NH2:19])=[O:18])[S:13][C:11]=2[N:12]=1)[CH2:4][OH:5])[CH3:2], predict the reactants needed to synthesize it. The reactants are: [CH2:1]([C@@H:3]([NH:6][C:7]1[N:8]=[C:9]([C:20]2[CH:25]=[C:24]([O:26]C)[CH:23]=[C:22]([Cl:28])[CH:21]=2)[C:10]2[C:15]([NH2:16])=[C:14]([C:17]([NH2:19])=[O:18])[S:13][C:11]=2[N:12]=1)[CH2:4][OH:5])[CH3:2].B(Br)(Br)Br.C([O-])(O)=O.[Na+]. (3) Given the product [Br:1][C:2]1[CH:7]=[CH:6][CH:5]=[C:4]([C:16]#[C:15][C:9]2[CH:14]=[CH:13][CH:12]=[CH:11][CH:10]=2)[CH:3]=1, predict the reactants needed to synthesize it. The reactants are: [Br:1][C:2]1[CH:7]=[CH:6][CH:5]=[C:4](I)[CH:3]=1.[C:9]1([C:15]#[CH:16])[CH:14]=[CH:13][CH:12]=[CH:11][CH:10]=1.C(NC(C)C)(C)C.